This data is from NCI-60 drug combinations with 297,098 pairs across 59 cell lines. The task is: Regression. Given two drug SMILES strings and cell line genomic features, predict the synergy score measuring deviation from expected non-interaction effect. (1) Drug 1: CC(C)NC(=O)C1=CC=C(C=C1)CNNC.Cl. Drug 2: CC1C(C(CC(O1)OC2CC(CC3=C2C(=C4C(=C3O)C(=O)C5=C(C4=O)C(=CC=C5)OC)O)(C(=O)CO)O)N)O.Cl. Cell line: SW-620. Synergy scores: CSS=38.0, Synergy_ZIP=-1.42, Synergy_Bliss=-2.77, Synergy_Loewe=-5.83, Synergy_HSA=-0.985. (2) Drug 2: C(CN)CNCCSP(=O)(O)O. Synergy scores: CSS=-1.61, Synergy_ZIP=0.717, Synergy_Bliss=0.217, Synergy_Loewe=0.125, Synergy_HSA=-1.79. Drug 1: CN1C2=C(C=C(C=C2)N(CCCl)CCCl)N=C1CCCC(=O)O.Cl. Cell line: NCI-H460. (3) Cell line: OVCAR3. Drug 2: C(CN)CNCCSP(=O)(O)O. Drug 1: C1=NNC2=C1C(=O)NC=N2. Synergy scores: CSS=1.97, Synergy_ZIP=2.64, Synergy_Bliss=5.11, Synergy_Loewe=-4.16, Synergy_HSA=-0.259. (4) Drug 1: CC1=C2C(C(=O)C3(C(CC4C(C3C(C(C2(C)C)(CC1OC(=O)C(C(C5=CC=CC=C5)NC(=O)OC(C)(C)C)O)O)OC(=O)C6=CC=CC=C6)(CO4)OC(=O)C)O)C)O. Drug 2: C1CNP(=O)(OC1)N(CCCl)CCCl. Cell line: NCI-H226. Synergy scores: CSS=38.7, Synergy_ZIP=5.72, Synergy_Bliss=-0.113, Synergy_Loewe=-37.2, Synergy_HSA=1.47. (5) Drug 1: CC(C1=C(C=CC(=C1Cl)F)Cl)OC2=C(N=CC(=C2)C3=CN(N=C3)C4CCNCC4)N. Drug 2: CCN(CC)CCNC(=O)C1=C(NC(=C1C)C=C2C3=C(C=CC(=C3)F)NC2=O)C. Cell line: HCT116. Synergy scores: CSS=19.0, Synergy_ZIP=-5.23, Synergy_Bliss=-0.296, Synergy_Loewe=-4.90, Synergy_HSA=-1.32. (6) Drug 1: CC=C1C(=O)NC(C(=O)OC2CC(=O)NC(C(=O)NC(CSSCCC=C2)C(=O)N1)C(C)C)C(C)C. Drug 2: CN1C2=C(C=C(C=C2)N(CCCl)CCCl)N=C1CCCC(=O)O.Cl. Cell line: MDA-MB-231. Synergy scores: CSS=21.2, Synergy_ZIP=2.05, Synergy_Bliss=1.93, Synergy_Loewe=-56.9, Synergy_HSA=-0.788.